Task: Predict the reactants needed to synthesize the given product.. Dataset: Full USPTO retrosynthesis dataset with 1.9M reactions from patents (1976-2016) (1) Given the product [C:8]([C:10]1[C:11]([OH:12])=[N:13][C:19]([CH:14]2[CH2:15][CH2:16][CH2:17][CH2:18]2)=[CH:20][C:21]=1[C:22]([O:24][CH2:25][CH3:26])=[O:23])#[N:9], predict the reactants needed to synthesize it. The reactants are: C(N(CC)CC)C.[C:8]([CH2:10][C:11]([NH2:13])=[O:12])#[N:9].[CH:14]1([C:19](=O)[CH2:20][C:21](=O)[C:22]([O:24][CH2:25][CH3:26])=[O:23])[CH2:18][CH2:17][CH2:16][CH2:15]1. (2) Given the product [NH2:1][C:2]1[CH:3]=[C:4]2[C:5](=[CH:6][C:7]=1[F:8])[N:9]([CH2:10][C@@H:11]([OH:21])[CH2:12][O:13][CH2:14][C:15]1[CH:20]=[CH:19][CH:18]=[CH:17][CH:16]=1)[C:23]([C:24]([CH3:35])([CH3:34])[CH2:25][O:26][CH2:27][C:28]1[CH:29]=[CH:30][CH:31]=[CH:32][CH:33]=1)=[CH:22]2, predict the reactants needed to synthesize it. The reactants are: [NH2:1][C:2]1[C:7]([F:8])=[CH:6][C:5]([NH:9][CH2:10][C@@H:11]([OH:21])[CH2:12][O:13][CH2:14][C:15]2[CH:20]=[CH:19][CH:18]=[CH:17][CH:16]=2)=[C:4]([C:22]#[C:23][C:24]([CH3:35])([CH3:34])[CH2:25][O:26][CH2:27][C:28]2[CH:33]=[CH:32][CH:31]=[CH:30][CH:29]=2)[CH:3]=1.